From a dataset of Catalyst prediction with 721,799 reactions and 888 catalyst types from USPTO. Predict which catalyst facilitates the given reaction. (1) Reactant: [C:1]([N:5]1[C:13]2[CH2:12][CH2:11][C:10]([CH3:18])([C:14]([O:16]C)=[O:15])[CH2:9][C:8]=2[C:7]([C:19]2[CH:24]=[CH:23][N:22]=[CH:21][CH:20]=2)=[N:6]1)([CH3:4])([CH3:3])[CH3:2].[Li+].[OH-]. Product: [C:1]([N:5]1[C:13]2[CH2:12][CH2:11][C:10]([CH3:18])([C:14]([OH:16])=[O:15])[CH2:9][C:8]=2[C:7]([C:19]2[CH:20]=[CH:21][N:22]=[CH:23][CH:24]=2)=[N:6]1)([CH3:2])([CH3:3])[CH3:4]. The catalyst class is: 1. (2) Reactant: [CH3:1][S:2]([NH2:5])(=[O:4])=[O:3].C(N(C(C)C)C(C)C)C.N1(C(N2C=CN=C2)=O)C=CN=C1.[Cl:27][C:28]1[CH:29]=[C:30]([C@@H:34]2[C@@H:39]([C:40]3[CH:45]=[CH:44][C:43]([Cl:46])=[CH:42][CH:41]=3)[N:38]([C@H:47]([CH2:53][CH3:54])[C:48]([O:50][CH2:51][CH3:52])=[O:49])[C:37](=[O:55])[C@@H:36]([CH2:56][C:57](O)=[O:58])[CH2:35]2)[CH:31]=[CH:32][CH:33]=1.[NH4+].[Cl-]. Product: [Cl:27][C:28]1[CH:29]=[C:30]([C@H:34]2[CH2:35][C@H:36]([CH2:56][C:57]([NH:5][S:2]([CH3:1])(=[O:4])=[O:3])=[O:58])[C:37](=[O:55])[N:38]([C@@H:47]([CH2:53][CH3:54])[C:48]([O:50][CH2:51][CH3:52])=[O:49])[C@@H:39]2[C:40]2[CH:45]=[CH:44][C:43]([Cl:46])=[CH:42][CH:41]=2)[CH:31]=[CH:32][CH:33]=1. The catalyst class is: 1.